This data is from Reaction yield outcomes from USPTO patents with 853,638 reactions. The task is: Predict the reaction yield, written as a fraction of the theoretical maximum amount of product (1.0 means a 100% yield; for example, 0.34 means a 34% yield). (1) The reactants are C([O:3][C:4]([C:6]1[NH:7][C:8]([CH3:17])=[CH:9][C:10]=1[CH2:11][C:12]([O:14]CC)=[O:13])=[O:5])C.[Li+].[OH-].Cl. The catalyst is CO.O. The product is [C:12]([CH2:11][C:10]1[CH:9]=[C:8]([CH3:17])[NH:7][C:6]=1[C:4]([OH:5])=[O:3])([OH:14])=[O:13]. The yield is 0.870. (2) The reactants are [C:1]([O:4][C@@H:5]1[C@@H:10]([O:11][CH2:12][C:13]2[CH:18]=[CH:17][CH:16]=[CH:15][CH:14]=2)[C@@H:9]([O:19][CH2:20][C:21]2[CH:26]=[CH:25][CH:24]=[CH:23][CH:22]=2)[C@@H:8]([CH2:27][O:28][CH2:29][C:30]2[CH:35]=[CH:34][CH:33]=[CH:32][CH:31]=2)[O:7][C@H:6]1[O:36][C@@H:37]1[C@@H:66]([CH2:67][O:68][CH2:69][C:70]2[CH:75]=[CH:74][CH:73]=[CH:72][CH:71]=2)[O:65][C@H:40]([O:41][CH2:42][CH2:43][CH2:44][CH2:45][CH2:46][N:47]([CH2:58][C:59]2[CH:64]=[CH:63][CH:62]=[CH:61][CH:60]=2)[C:48]([O:50][CH2:51][C:52]2[CH:57]=[CH:56][CH:55]=[CH:54][CH:53]=2)=[O:49])[C@H:39]([N:76]=[N+:77]=[N-:78])[C@H:38]1[OH:79])(=[O:3])[CH3:2].[CH3:80][O:81][C@@H:82]1[C@@H:91]([O:92][CH2:93][C:94]2[CH:99]=[CH:98][CH:97]=[CH:96][CH:95]=2)[C@@H:90]([OH:100])[C@@H:89]([CH3:101])[O:88][C@@H:83]1OCC=C.[Si](OS(C(F)(F)F)(=O)=O)(C)(C)C. The catalyst is C1(C)C=CC=CC=1. The product is [C:1]([O:4][C@@H:5]1[C@@H:10]([O:11][CH2:12][C:13]2[CH:18]=[CH:17][CH:16]=[CH:15][CH:14]=2)[C@@H:9]([O:19][CH2:20][C:21]2[CH:22]=[CH:23][CH:24]=[CH:25][CH:26]=2)[C@@H:8]([CH2:27][O:28][CH2:29][C:30]2[CH:35]=[CH:34][CH:33]=[CH:32][CH:31]=2)[O:7][C@H:6]1[O:36][C@@H:37]1[C@@H:66]([CH2:67][O:68][CH2:69][C:70]2[CH:71]=[CH:72][CH:73]=[CH:74][CH:75]=2)[O:65][C@H:40]([O:41][CH2:42][CH2:43][CH2:44][CH2:45][CH2:46][N:47]([CH2:58][C:59]2[CH:64]=[CH:63][CH:62]=[CH:61][CH:60]=2)[C:48]([O:50][CH2:51][C:52]2[CH:57]=[CH:56][CH:55]=[CH:54][CH:53]=2)=[O:49])[C@H:39]([N:76]=[N+:77]=[N-:78])[C@H:38]1[O:79][C@H:83]1[O:88][C@H:89]([CH2:101][O:11][CH2:12][C:13]2[CH:18]=[CH:17][CH:16]=[CH:15][CH:14]=2)[C@H:90]([O:100][CH2:20][C:21]2[CH:22]=[CH:23][CH:24]=[CH:25][CH:26]=2)[C@H:91]([O:92][CH2:93][C:94]2[CH:95]=[CH:96][CH:97]=[CH:98][CH:99]=2)[C@H:82]1[O:81][CH2:80][C:30]1[CH:31]=[CH:32][CH:33]=[CH:34][CH:35]=1)(=[O:3])[CH3:2]. The yield is 0.860. (3) The reactants are Br[C:2]1[CH:11]=[CH:10][C:9]2[C:4](=[C:5]([F:13])[C:6]([F:12])=[CH:7][CH:8]=2)[C:3]=1[CH:14]=[O:15].[CH:16]([Sn](C=C)(C=C)C=C)=[CH2:17].O. The catalyst is C1(C)C=CC=CC=1.C1C=CC([P]([Pd]([P](C2C=CC=CC=2)(C2C=CC=CC=2)C2C=CC=CC=2)([P](C2C=CC=CC=2)(C2C=CC=CC=2)C2C=CC=CC=2)[P](C2C=CC=CC=2)(C2C=CC=CC=2)C2C=CC=CC=2)(C2C=CC=CC=2)C2C=CC=CC=2)=CC=1. The product is [F:12][C:6]1[C:5]([F:13])=[C:4]2[C:9]([CH:10]=[CH:11][C:2]([CH:16]=[CH2:17])=[C:3]2[CH:14]=[O:15])=[CH:8][CH:7]=1. The yield is 0.950. (4) The reactants are [CH3:1][O:2][CH:3]1[CH2:12][CH2:11][C:10]2[C:5](=[CH:6][CH:7]=[C:8]([C:13]#[CH:14])[CH:9]=2)[CH2:4]1.[Br:15][C:16]1[CH:21]=[C:20](I)[CH:19]=[CH:18][CH:17]=1.Cl. The yield is 0.710. The product is [CH3:1][O:2][CH:3]1[CH2:12][CH2:11][C:10]2[C:5](=[CH:6][CH:7]=[C:8]([C:13]#[C:14][C:18]3[CH:19]=[CH:20][CH:21]=[C:16]([Br:15])[CH:17]=3)[CH:9]=2)[CH2:4]1. The catalyst is O1CCCC1.C(N(CC)CC)C.Cl[Pd](Cl)([P](C1C=CC=CC=1)(C1C=CC=CC=1)C1C=CC=CC=1)[P](C1C=CC=CC=1)(C1C=CC=CC=1)C1C=CC=CC=1.[Cu](I)I. (5) The reactants are [CH:1]1([CH2:4][N:5]2[C:13]3[C:8](=[CH:9][CH:10]=[C:11]([O:14][CH2:15][CH3:16])[CH:12]=3)[CH:7]=[C:6]2[C:17]2[CH:22]=[CH:21][C:20]([N+:23]([O-:25])=[O:24])=[CH:19][CH:18]=2)[CH2:3][CH2:2]1.[F:26][B-](F)(F)F.F[N+]1C(C)=CC(C)=CC=1C. The catalyst is C(Cl)Cl. The product is [CH:1]1([CH2:4][N:5]2[C:13]3[C:8](=[CH:9][CH:10]=[C:11]([O:14][CH2:15][CH3:16])[CH:12]=3)[C:7]([F:26])=[C:6]2[C:17]2[CH:18]=[CH:19][C:20]([N+:23]([O-:25])=[O:24])=[CH:21][CH:22]=2)[CH2:3][CH2:2]1. The yield is 0.250.